This data is from Full USPTO retrosynthesis dataset with 1.9M reactions from patents (1976-2016). The task is: Predict the reactants needed to synthesize the given product. Given the product [CH3:1][O:2][C:3]([C:5]1[S:6][C:7]([C:18]#[C:19][C:20]([CH3:23])([CH3:22])[CH3:21])=[CH:8][C:9]=1[NH2:10])=[O:4], predict the reactants needed to synthesize it. The reactants are: [CH3:1][O:2][C:3]([C:5]1[S:6][C:7]([C:18]#[C:19][C:20]([CH3:23])([CH3:22])[CH3:21])=[CH:8][C:9]=1[NH:10]C(OC(C)(C)C)=O)=[O:4].FC(F)(F)C(O)=O.